Dataset: B-cell epitopes from IEDB database with 3,159 antigens for binding position prediction. Task: Token-level Classification. Given an antigen amino acid sequence, predict which amino acid positions are active epitope sites capable of antibody binding. Output is a list of indices for active positions. (1) Given the antigen sequence: MGSSLDDFCNDSTAPQKVLLAFSITYTPVMIYALKVSRGRLLGLLHLLIFLNCAFTFGYMTFVHFESTNRVALTMGAVVALLWGVYSAIETWKFITSRCRLCLLGRKYILAPAHHVESAAGFHPIAANDNHAFVVRRPGSTTVNGTLVPGLKSLVLGGRKAVKQGVVNLVKYAK, which amino acid positions are active epitope sites? The epitope positions are: [154, 155, 156, 157, 158, 159, 160, 161, 162]. The amino acids at these positions are: VLGGRKAVK. (2) The epitope positions are: [479, 480, 481, 482, 483, 484, 485, 486, 487, 488, 489, 490, 491, 492, 493]. The amino acids at these positions are: AVALREYRKKMDIPA. Given the antigen sequence: MEGSANQLQPLSETQVVNSEGGCVWQVTDMNRLRRFLCFGSEGGTYYIKEQKLGLENAEALIRLIEDGRGCEVIQEIKSFSQEGRTAKQEPLLFALAVCSQCADINTKQAAFKAVPEVCRIPTHLFTFIQFKKDLKESMKCGMWGRALRKAVADWYNEKGGMAVALVVTKYKQRNGWSHKDLLRLSHLKPSSEGLAIVTKYITKGWKEVHEEYKEKALSVEAEKLLKYLEAVEKVKRMKDDLEVIHLIEEHQLVREHLLTNHLKSKEVWKALLQEMPLTALLRNLGKMTANSVLEPGNSEVSLICEKLSNEKLLKKARIHPFHVLIALETYRAGHGLRGKLKWIPDKDILQALDAAFYTTFKTVEPTGKRFLLAVDVSASMNQRALGSVLNASTVAAAMCMVVTRTEKESSVVAFACDMVPFPVTTDMTLQQVLTAMNKVPAGNTDCSLPMIWAQKTDTAADVFVVFTDNETFAGQVHPAVALREYRKKMDIPAKLIVCG..., which amino acid positions are active epitope sites? (3) Given the antigen sequence: MVQSSVLGFPRIGGQRELKKITEAYWSGKATVEELLAKGKELREHNWKLQQKAGVDIIPSNDFSYYDQVLDLSLLFNAIPERYTKFDLAPIDVLFAMGRGLQKKATETQAAVDVTALEMVKWFDSNYHYVRPTFSHSTEFKLNTAAGIKPVDEFNEAKALGVQTRPVILGPVSYLYLGKADKDSLDLEPISLLPKILPVYKELLQKLKEAGAEQVQIDEPVLVLDLPEAVQSKFKEAYDALVGADVPELILTTYFGDVRPNLKAIENLPVAGFHFDFVRVPEQLDEVASILKDGQTLSAGVVDGRNIWKTDFAKASAVVQKAIEKVGKDKVVVATSSSLLHTPVDLESETKLDAVIKDWFSFATQKLDEVVVIAKNVSGEDVSKQLEANAASIKARSESSITNDPKVQERLTTINEALATRKAAFPERLTEQKAKYNLPLFPTTTIGSFPQTKDIRINRNKFAKGQITAEEYEAFINKEIETVVRFQEEIGLDVLVHGEP..., which amino acid positions are active epitope sites? The epitope positions are: [9, 10, 11, 12, 13, 14, 15, 16, 17, 18, 19, 20, 21, 22]. The amino acids at these positions are: PRIGGQRELKKITE.